This data is from Forward reaction prediction with 1.9M reactions from USPTO patents (1976-2016). The task is: Predict the product of the given reaction. (1) Given the reactants [CH3:1][O:2][C:3]1[CH:8]=[CH:7][C:6]([C:9]2O[C:13](=O)[C:12]([C:16]#[N:17])=[C:11]([N:18]3[CH2:23][CH2:22][CH2:21][CH2:20][CH2:19]3)[CH:10]=2)=[CH:5][CH:4]=1.[H-].[Na+].[CH2:26]1[CH2:30]O[CH2:28][CH2:27]1, predict the reaction product. The product is: [CH3:1][O:2][C:3]1[CH:8]=[CH:7][C:6]([C:9]2[C:5]3[C:4]4[C:27](=[CH:26][CH:30]=[CH:8][CH:3]=4)[CH2:28][C:13]=3[C:12]([C:16]#[N:17])=[C:11]([N:18]3[CH2:23][CH2:22][CH2:21][CH2:20][CH2:19]3)[CH:10]=2)=[CH:5][CH:4]=1. (2) Given the reactants [Cl:1][C:2]1[N:7]=[CH:6][C:5]([CH2:8][NH2:9])=[CH:4][CH:3]=1.[CH2:10]([O:17][C:18]1[CH:23]=[CH:22][N:21]([C:24]2[S:25][C:26]([C:30](O)=[O:31])=[C:27]([CH3:29])[N:28]=2)[C:20](=[O:33])[CH:19]=1)[C:11]1[CH:16]=[CH:15][CH:14]=[CH:13][CH:12]=1, predict the reaction product. The product is: [CH2:10]([O:17][C:18]1[CH:23]=[CH:22][N:21]([C:24]2[S:25][C:26]([C:30]([NH:9][CH2:8][C:5]3[CH:6]=[N:7][C:2]([Cl:1])=[CH:3][CH:4]=3)=[O:31])=[C:27]([CH3:29])[N:28]=2)[C:20](=[O:33])[CH:19]=1)[C:11]1[CH:16]=[CH:15][CH:14]=[CH:13][CH:12]=1. (3) Given the reactants C(N(S(F)(F)[F:7])CC)C.[CH3:10][C:11]([CH3:40])([CH3:39])[CH2:12][C:13]1[N:14]=[C:15]([CH:24](O)[CH2:25][C:26]2[CH:31]=[CH:30][C:29]([C:32]3[CH:37]=[CH:36][CH:35]=[CH:34][N:33]=3)=[CH:28][CH:27]=2)[N:16]([S:18]([N:21]([CH3:23])[CH3:22])(=[O:20])=[O:19])[CH:17]=1, predict the reaction product. The product is: [CH3:10][C:11]([CH3:40])([CH3:39])[CH2:12][C:13]1[N:14]=[C:15]([CH:24]([F:7])[CH2:25][C:26]2[CH:31]=[CH:30][C:29]([C:32]3[CH:37]=[CH:36][CH:35]=[CH:34][N:33]=3)=[CH:28][CH:27]=2)[N:16]([S:18]([N:21]([CH3:23])[CH3:22])(=[O:20])=[O:19])[CH:17]=1. (4) Given the reactants [NH2:1][C:2]1[S:3][CH:4]=[C:5]([CH2:11][O:12][CH2:13][O:14][CH3:15])[C:6]=1[S:7]([NH2:10])(=[O:9])=[O:8].CS[C:18](SC)=[C:19]1[C:28](=[O:29])[C@@:27]([CH2:31][CH2:32][C:33]([CH3:36])([CH3:35])[CH3:34])([CH3:30])[C:26]2[C:21](=[CH:22][CH:23]=[CH:24][CH:25]=2)[C:20]1=[O:37], predict the reaction product. The product is: [CH3:34][C:33]([CH3:36])([CH3:35])[CH2:32][CH2:31][C@:27]1([CH3:30])[C:26]2[C:21](=[CH:22][CH:23]=[CH:24][CH:25]=2)[C:20]([OH:37])=[C:19]([C:18]2[NH:1][C:2]3[S:3][CH:4]=[C:5]([CH2:11][O:12][CH2:13][O:14][CH3:15])[C:6]=3[S:7](=[O:8])(=[O:9])[N:10]=2)[C:28]1=[O:29]. (5) The product is: [Cl:1][C:2]1[CH:3]=[C:4]([I:21])[CH:5]=[C:6]2[C:11]=1[O:10][CH:9]([C:12]([F:14])([F:13])[F:15])[C:8]([C:16]([OH:18])=[O:17])=[CH:7]2. Given the reactants [Cl:1][C:2]1[CH:3]=[C:4]([I:21])[CH:5]=[C:6]2[C:11]=1[O:10][CH:9]([C:12]([F:15])([F:14])[F:13])[C:8]([C:16]([O:18]CC)=[O:17])=[CH:7]2.O[Li].O.Cl, predict the reaction product. (6) Given the reactants [CH2:1]([O:4][CH2:5][CH2:6][N:7]1[C:19]2[C:18]3[CH:17]=[CH:16][CH:15]=[CH:14][C:13]=3[N:12]=[C:11]([NH2:20])[C:10]=2[N:9]=[CH:8]1)[C:2]#[CH:3].[C:21](O[C:21]([O:23][CH2:24][C:25]1[CH:30]=[CH:29][CH:28]=[CH:27][CH:26]=1)=[O:22])([O:23][CH2:24][C:25]1[CH:30]=[CH:29][CH:28]=[CH:27][CH:26]=1)=[O:22].C(N(CC)CC)C.CN(C)C=O, predict the reaction product. The product is: [C:1]([O:4][CH2:5][CH2:6][N:7]1[C:19]2[C:18]3[CH:17]=[CH:16][CH:15]=[CH:14][C:13]=3[N:12]=[C:11]([NH:20][C:21](=[O:22])[O:23][CH2:24][C:25]3[CH:30]=[CH:29][CH:28]=[CH:27][CH:26]=3)[C:10]=2[N:9]=[CH:8]1)#[C:2][CH3:3]. (7) The product is: [Br:12][C:13]1[CH:14]=[CH:15][C:16]([C:19]2[C:21]([C:23]3[CH:24]=[CH:25][C:26]([Br:29])=[CH:27][CH:28]=3)=[N:1][C:2]3[C:7](=[CH:6][CH:5]=[CH:4][C:3]=3[N+:9]([O-:11])=[O:10])[N:8]=2)=[CH:17][CH:18]=1. Given the reactants [NH2:1][C:2]1[C:7]([NH2:8])=[CH:6][CH:5]=[CH:4][C:3]=1[N+:9]([O-:11])=[O:10].[Br:12][C:13]1[CH:18]=[CH:17][C:16]([C:19]([C:21]([C:23]2[CH:28]=[CH:27][C:26]([Br:29])=[CH:25][CH:24]=2)=O)=O)=[CH:15][CH:14]=1, predict the reaction product. (8) Given the reactants C[O:2][C:3]([C:5]1[CH:9]=[C:8]([C:10]2[CH:15]=[CH:14][CH:13]=[CH:12][C:11]=2[O:16][CH2:17][C:18]2[CH:23]=[CH:22][CH:21]=[CH:20][CH:19]=2)[N:7]([C:24]2[CH:25]=[C:26]([CH:30]=[CH:31][CH:32]=2)[C:27]([OH:29])=[O:28])[N:6]=1)=[O:4].[OH-].[Na+], predict the reaction product. The product is: [C:3]([C:5]1[CH:9]=[C:8]([C:10]2[CH:15]=[CH:14][CH:13]=[CH:12][C:11]=2[O:16][CH2:17][C:18]2[CH:23]=[CH:22][CH:21]=[CH:20][CH:19]=2)[N:7]([C:24]2[CH:25]=[C:26]([CH:30]=[CH:31][CH:32]=2)[C:27]([OH:29])=[O:28])[N:6]=1)([OH:4])=[O:2]. (9) Given the reactants [CH3:1][C:2]([C:5]1[C:10]([C:11]2[CH:16]=[C:15]([O:17][CH3:18])[CH:14]=[CH:13][C:12]=2[F:19])=[CH:9][C:8]([CH2:20][O:21][C:22]2[CH:27]=[CH:26][C:25]([C@@H:28]([CH:35]=[CH2:36])[CH2:29][C:30]([O:32]CC)=[O:31])=[CH:24][CH:23]=2)=[CH:7][CH:6]=1)([CH3:4])[CH3:3].[Li+].[OH-], predict the reaction product. The product is: [CH3:4][C:2]([C:5]1[C:10]([C:11]2[CH:16]=[C:15]([O:17][CH3:18])[CH:14]=[CH:13][C:12]=2[F:19])=[CH:9][C:8]([CH2:20][O:21][C:22]2[CH:23]=[CH:24][C:25]([C@@H:28]([CH:35]=[CH2:36])[CH2:29][C:30]([OH:32])=[O:31])=[CH:26][CH:27]=2)=[CH:7][CH:6]=1)([CH3:1])[CH3:3].